This data is from Full USPTO retrosynthesis dataset with 1.9M reactions from patents (1976-2016). The task is: Predict the reactants needed to synthesize the given product. (1) Given the product [CH3:1][O:2][C:3](=[O:29])[C:4]1[CH:9]=[C:8]([CH2:10][C@H:11]([NH:15][C:16]([O:18][C:19]([CH3:21])([CH3:20])[CH3:22])=[O:17])[C:12](=[O:14])[NH:41][CH2:40][C:39]2[CH:42]=[CH:43][C:36]([O:35][CH3:34])=[CH:37][CH:38]=2)[CH:7]=[CH:6][C:5]=1[O:23][CH2:24][C:25]([O:27][CH3:28])=[O:26], predict the reactants needed to synthesize it. The reactants are: [CH3:1][O:2][C:3](=[O:29])[C:4]1[CH:9]=[C:8]([CH2:10][C@H:11]([NH:15][C:16]([O:18][C:19]([CH3:22])([CH3:21])[CH3:20])=[O:17])[C:12]([OH:14])=O)[CH:7]=[CH:6][C:5]=1[O:23][CH2:24][C:25]([O:27][CH3:28])=[O:26].C(Cl)CCl.[CH3:34][O:35][C:36]1[CH:43]=[CH:42][C:39]([CH2:40][NH2:41])=[CH:38][CH:37]=1. (2) Given the product [CH3:19][CH:9]1[CH2:10][C:11]2[C:16](=[CH:15][CH:14]=[CH:13][CH:12]=2)[N:7]([C:1]2[CH:2]=[CH:3][CH:4]=[CH:5][CH:6]=2)[C:8]1=[O:17], predict the reactants needed to synthesize it. The reactants are: [C:1]1([N:7]2[C:16]3[C:11](=[CH:12][CH:13]=[CH:14][CH:15]=3)[CH2:10][CH2:9][C:8]2=[O:17])[CH:6]=[CH:5][CH:4]=[CH:3][CH:2]=1.[Li+].[CH3:19][Si]([N-][Si](C)(C)C)(C)C.CI. (3) Given the product [Br:13][C:14]1[C:19]([C:23]([C:22]2[CH:25]=[CH:26][CH:27]=[CH:28][C:21]=2[Cl:20])=[O:24])=[CH:18][CH:17]=[CH:16][N:15]=1, predict the reactants needed to synthesize it. The reactants are: C([Li])CCC.C(NC(C)C)(C)C.[Br:13][C:14]1[CH:19]=[CH:18][CH:17]=[CH:16][N:15]=1.[Cl:20][C:21]1[CH:28]=[CH:27][CH:26]=[CH:25][C:22]=1[CH:23]=[O:24].C(N(CC)C(C)C)(C)C.Cl.